The task is: Predict the product of the given reaction.. This data is from Forward reaction prediction with 1.9M reactions from USPTO patents (1976-2016). (1) Given the reactants [CH:1]1([N:6]2[CH2:12][C:11]([F:14])([F:13])[C:10](=[O:15])[N:9]([CH3:16])[C:8]3[CH:17]=[N:18][C:19]([NH:21][C:22]4[CH:30]=[CH:29][C:25]([C:26](O)=[O:27])=[CH:24][C:23]=4[O:31][CH3:32])=[N:20][C:7]2=3)[CH2:5][CH2:4][CH2:3][CH2:2]1.F[P-](F)(F)(F)(F)F.CN(C(N(C)C)=[N+:44]1[C:52]2[C:47](=NC=C[CH:51]=2)[N+]([O-])=N1)C.C(N(C(C)C)C(C)C)C.C(N)(C)C, predict the reaction product. The product is: [CH:1]1([N:6]2[CH2:12][C:11]([F:13])([F:14])[C:10](=[O:15])[N:9]([CH3:16])[C:8]3[CH:17]=[N:18][C:19]([NH:21][C:22]4[CH:30]=[CH:29][C:25]([C:26]([NH:44][CH:52]([CH3:47])[CH3:51])=[O:27])=[CH:24][C:23]=4[O:31][CH3:32])=[N:20][C:7]2=3)[CH2:2][CH2:3][CH2:4][CH2:5]1. (2) Given the reactants [Cl:1][C:2]1[CH:25]=[CH:24][C:5]([CH2:6][NH:7][C:8]([C:10]2[C:11](=[O:23])[C:12]3[S:19][C:18]([CH2:20]Cl)=[C:17]([CH3:22])[C:13]=3[N:14]([CH3:16])[CH:15]=2)=[O:9])=[CH:4][CH:3]=1.[OH:26][CH:27]([C:31]1[CH:36]=[CH:35][C:34]([NH:37][C:38](=[O:40])[CH3:39])=[CH:33][CH:32]=1)[CH2:28][NH:29][CH3:30].C(N(C(C)C)CC)(C)C, predict the reaction product. The product is: [C:38]([NH:37][C:34]1[CH:35]=[CH:36][C:31]([CH:27]([OH:26])[CH2:28][N:29]([CH2:20][C:18]2[S:19][C:12]3[C:11](=[O:23])[C:10]([C:8]([NH:7][CH2:6][C:5]4[CH:4]=[CH:3][C:2]([Cl:1])=[CH:25][CH:24]=4)=[O:9])=[CH:15][N:14]([CH3:16])[C:13]=3[C:17]=2[CH3:22])[CH3:30])=[CH:32][CH:33]=1)(=[O:40])[CH3:39].